From a dataset of Full USPTO retrosynthesis dataset with 1.9M reactions from patents (1976-2016). Predict the reactants needed to synthesize the given product. (1) Given the product [CH3:1][O:2][C:3](=[O:4])[NH:5][C@H:6]([C:7]([N:9]1[CH2:13][CH2:12][CH2:11][C@@:10]1([CH3:17])[C:14]([N:52]1[CH2:51][CH2:50][N:49]([C:54]2[CH:59]=[CH:58][C:57]([N+:60]([O-:62])=[O:61])=[CH:56][N:55]=2)[C@H:48]([CH3:47])[CH2:53]1)=[O:16])=[O:8])[CH:18]([CH3:20])[CH3:19], predict the reactants needed to synthesize it. The reactants are: [CH3:1][O:2][C:3]([NH:5][C@@H:6]([CH:18]([CH3:20])[CH3:19])[C:7]([N:9]1[CH2:13][CH2:12][CH2:11][C@@:10]1([CH3:17])[C:14]([OH:16])=O)=[O:8])=[O:4].CN(C(ON1N=NC2C=CC=NC1=2)=[N+](C)C)C.F[P-](F)(F)(F)(F)F.Cl.Cl.[CH3:47][C@@H:48]1[CH2:53][NH:52][CH2:51][CH2:50][N:49]1[C:54]1[CH:59]=[CH:58][C:57]([N+:60]([O-:62])=[O:61])=[CH:56][N:55]=1.C(N(CC)C(C)C)(C)C. (2) Given the product [CH3:1][C:2]1[N:7]=[C:6]([C:8]([NH2:9])=[O:24])[CH:5]=[CH:4][C:3]=1[C:10]1[CH:18]=[C:17]([C:19]([F:22])([F:20])[F:21])[CH:16]=[C:15]2[C:11]=1[CH:12]=[N:13][NH:14]2, predict the reactants needed to synthesize it. The reactants are: [CH3:1][C:2]1[N:7]=[C:6]([C:8]#[N:9])[CH:5]=[CH:4][C:3]=1[C:10]1[CH:18]=[C:17]([C:19]([F:22])([F:21])[F:20])[CH:16]=[C:15]2[C:11]=1[CH:12]=[N:13][NH:14]2.C([O-])(O)=[O:24].[Na+]. (3) Given the product [O:22]([C:19]1[CH:20]=[CH:21][C:16](/[C:14](/[CH3:15])=[CH:13]/[CH2:12][O:11][C:8]2[CH:7]=[CH:6][C:5]([CH2:4][C:3]([OH:29])=[O:2])=[CH:10][CH:9]=2)=[CH:17][CH:18]=1)[C:23]1[CH:24]=[CH:25][CH:26]=[CH:27][CH:28]=1, predict the reactants needed to synthesize it. The reactants are: C[O:2][C:3](=[O:29])[CH2:4][C:5]1[CH:10]=[CH:9][C:8]([O:11][CH2:12]/[CH:13]=[C:14](/[C:16]2[CH:21]=[CH:20][C:19]([O:22][C:23]3[CH:28]=[CH:27][CH:26]=[CH:25][CH:24]=3)=[CH:18][CH:17]=2)\[CH3:15])=[CH:7][CH:6]=1.C(O)C. (4) Given the product [Cl:24][C:22]1[CH:23]=[C:5]([N:4]([CH2:1][CH2:2][CH3:3])[CH:26]2[CH2:31][CH2:30][O:29][CH2:28][CH2:27]2)[C:6]([CH3:25])=[C:7]([CH:21]=1)[C:8]([NH:10][CH2:11][C:12]1[C:13](=[O:20])[NH:14][C:15]([CH3:19])=[CH:16][C:17]=1[CH3:18])=[O:9], predict the reactants needed to synthesize it. The reactants are: [CH2:1]([N:4]([CH:26]1[CH2:31][CH2:30][O:29][CH2:28][CH2:27]1)[C:5]1[C:6]([CH3:25])=[C:7]([CH:21]=[C:22]([Cl:24])[CH:23]=1)[C:8]([NH:10][CH2:11][C:12]1[C:13](=[O:20])[NH:14][C:15]([CH3:19])=[CH:16][C:17]=1[CH3:18])=[O:9])[CH:2]=[CH2:3]. (5) Given the product [NH2:17][C@H:14]1[CH2:15][CH2:16][N:12]([S:9]([C:4]2[C:5]([OH:8])=[N:6][CH:7]=[C:2]([C:44]3[CH:45]=[CH:46][C:40]4[O:39][CH2:38][CH2:37][N:36]([C:29]5[C:28]6[CH2:27][C:26]([CH3:25])([CH3:50])[CH2:35][CH2:34][C:33]=6[N:32]=[CH:31][N:30]=5)[CH2:42][C:41]=4[CH:43]=3)[CH:3]=2)(=[O:10])=[O:11])[CH2:13]1, predict the reactants needed to synthesize it. The reactants are: Br[C:2]1[CH:3]=[C:4]([S:9]([N:12]2[CH2:16][CH2:15][C@H:14]([NH:17]C(=O)OC(C)(C)C)[CH2:13]2)(=[O:11])=[O:10])[C:5]([OH:8])=[N:6][CH:7]=1.[CH3:25][C:26]1([CH3:50])[CH2:35][CH2:34][C:33]2[N:32]=[CH:31][N:30]=[C:29]([N:36]3[CH2:42][C:41]4[CH:43]=[C:44](B(O)O)[CH:45]=[CH:46][C:40]=4[O:39][CH2:38][CH2:37]3)[C:28]=2[CH2:27]1. (6) Given the product [F:1][C:2]1[CH:3]=[CH:4][CH:5]=[C:6]2[C:10]=1[CH:9]([CH2:11][CH2:12][C:13]([NH:15][C:16]1[CH:24]=[N:34][CH:19]=[CH:18][N:17]=1)=[O:14])[N:8]([CH2:25][C:26]1[CH:27]=[CH:28][C:29]([F:32])=[CH:30][CH:31]=1)[C:7]2=[O:33], predict the reactants needed to synthesize it. The reactants are: [F:1][C:2]1[CH:3]=[CH:4][CH:5]=[C:6]2[C:10]=1[CH:9]([CH2:11][CH2:12][C:13]([NH:15][C:16]1[CH:24]=C[C:19](C(O)=O)=[CH:18][N:17]=1)=[O:14])[N:8]([CH2:25][C:26]1[CH:31]=[CH:30][C:29]([F:32])=[CH:28][CH:27]=1)[C:7]2=[O:33].[N:34]1C=CN=CC=1N.